This data is from Reaction yield outcomes from USPTO patents with 853,638 reactions. The task is: Predict the reaction yield, written as a fraction of the theoretical maximum amount of product (1.0 means a 100% yield; for example, 0.34 means a 34% yield). The reactants are [CH3:1][O:2][C:3]1[CH:4]=[C:5]([CH2:9][C:10](Cl)=[O:11])[CH:6]=[CH:7][CH:8]=1.[NH2:13][C:14]1[CH:15]=[C:16]([C:20]2[C:24]([Br:25])=[CH:23][N:22]([CH3:26])[N:21]=2)[CH:17]=[CH:18][CH:19]=1.C(N(CC)CC)C. The catalyst is ClCCl.[Cl-].[Na+].O. The product is [Br:25][C:24]1[C:20]([C:16]2[CH:15]=[C:14]([NH:13][C:10](=[O:11])[CH2:9][C:5]3[CH:6]=[CH:7][CH:8]=[C:3]([O:2][CH3:1])[CH:4]=3)[CH:19]=[CH:18][CH:17]=2)=[N:21][N:22]([CH3:26])[CH:23]=1. The yield is 0.190.